From a dataset of Peptide-MHC class I binding affinity with 185,985 pairs from IEDB/IMGT. Regression. Given a peptide amino acid sequence and an MHC pseudo amino acid sequence, predict their binding affinity value. This is MHC class I binding data. (1) The peptide sequence is NSSRCWVSL. The MHC is HLA-B35:03 with pseudo-sequence HLA-B35:03. The binding affinity (normalized) is 0.0244. (2) The MHC is HLA-A33:01 with pseudo-sequence HLA-A33:01. The peptide sequence is GPCYGQMPR. The binding affinity (normalized) is 0.201. (3) The peptide sequence is VYAYPSGEK. The MHC is HLA-B40:01 with pseudo-sequence HLA-B40:01. The binding affinity (normalized) is 0.0847. (4) The peptide sequence is AAVTLNRIK. The MHC is HLA-A11:01 with pseudo-sequence HLA-A11:01. The binding affinity (normalized) is 0.217.